This data is from NCI-60 drug combinations with 297,098 pairs across 59 cell lines. The task is: Regression. Given two drug SMILES strings and cell line genomic features, predict the synergy score measuring deviation from expected non-interaction effect. Drug 1: CCCS(=O)(=O)NC1=C(C(=C(C=C1)F)C(=O)C2=CNC3=C2C=C(C=N3)C4=CC=C(C=C4)Cl)F. Drug 2: CCC1(C2=C(COC1=O)C(=O)N3CC4=CC5=C(C=CC(=C5CN(C)C)O)N=C4C3=C2)O.Cl. Cell line: HOP-92. Synergy scores: CSS=13.3, Synergy_ZIP=-6.53, Synergy_Bliss=-0.817, Synergy_Loewe=-23.9, Synergy_HSA=-1.78.